From a dataset of Forward reaction prediction with 1.9M reactions from USPTO patents (1976-2016). Predict the product of the given reaction. (1) Given the reactants O.[OH-].[Li+].C[O:5][C:6](=[O:37])[CH2:7][C:8]1[C:17]([CH3:18])=[C:16]([C:19]2[CH:24]=[CH:23][C:22]([S:25]([C:28]3[CH:33]=[C:32]([Cl:34])[CH:31]=[CH:30][C:29]=3[Cl:35])(=[O:27])=[O:26])=[CH:21][CH:20]=2)[C:15]2[C:10](=[CH:11][CH:12]=[C:13]([F:36])[CH:14]=2)[CH:9]=1, predict the reaction product. The product is: [Cl:35][C:29]1[CH:30]=[CH:31][C:32]([Cl:34])=[CH:33][C:28]=1[S:25]([C:22]1[CH:21]=[CH:20][C:19]([C:16]2[C:15]3[C:10](=[CH:11][CH:12]=[C:13]([F:36])[CH:14]=3)[CH:9]=[C:8]([CH2:7][C:6]([OH:37])=[O:5])[C:17]=2[CH3:18])=[CH:24][CH:23]=1)(=[O:26])=[O:27]. (2) Given the reactants [CH3:1][O:2][C:3](=[O:19])[C:4]1[CH:9]=[CH:8][C:7](C(=S)NC[Si](C)(C)C)=[CH:6][C:5]=1C.C(=O)([O-])[O-].[K+].[K+].CI.O, predict the reaction product. The product is: [CH3:1][O:2][C:3](=[O:19])[C:4]1[CH:9]=[CH:8][CH:7]=[CH:6][CH:5]=1. (3) Given the reactants [Br:1][C:2]1[CH:7]=[CH:6][C:5]([S:8]([N:11]2[CH2:16][CH2:15][C:14]([NH:22]C(=O)OC(C)(C)C)([CH2:17][NH:18][CH:19]3[CH2:21][CH2:20]3)[CH2:13][CH2:12]2)(=[O:10])=[O:9])=[CH:4][CH:3]=1.Cl[CH2:31][C:32](Cl)=[O:33].CCN(C(C)C)C(C)C.Cl, predict the reaction product. The product is: [Br:1][C:2]1[CH:3]=[CH:4][C:5]([S:8]([N:11]2[CH2:12][CH2:13][C:14]3([NH:22][CH2:31][C:32](=[O:33])[N:18]([CH:19]4[CH2:20][CH2:21]4)[CH2:17]3)[CH2:15][CH2:16]2)(=[O:9])=[O:10])=[CH:6][CH:7]=1. (4) Given the reactants [Cl-].[Li+].C[Si](C[Mg]Cl)(C)C.[CH:10]([Mg]Br)([CH3:12])[CH3:11].[F:15][C:16]1[CH:21]=[CH:20][C:19]([O:22][CH3:23])=[CH:18][C:17]=1[C:24]1[C:25]([CH:40]=[O:41])=[CH:26][C:27]([O:30][CH2:31][C:32]2[CH:37]=[CH:36][C:35]([O:38][CH3:39])=[CH:34][CH:33]=2)=[CH:28][CH:29]=1, predict the reaction product. The product is: [F:15][C:16]1[CH:21]=[CH:20][C:19]([O:22][CH3:23])=[CH:18][C:17]=1[C:24]1[CH:29]=[CH:28][C:27]([O:30][CH2:31][C:32]2[CH:37]=[CH:36][C:35]([O:38][CH3:39])=[CH:34][CH:33]=2)=[CH:26][C:25]=1[CH:40]([OH:41])[CH:10]([CH3:12])[CH3:11]. (5) Given the reactants [CH3:1][N:2]([CH2:18][C:19]([OH:21])=O)[NH:3][C:4](=[O:17])[NH:5][CH2:6][C:7]1[C:16]2[C:11](=[CH:12][CH:13]=[CH:14][CH:15]=2)[CH:10]=[CH:9][CH:8]=1.[NH2:22][C@@H:23]([CH2:47][C:48]1[CH:53]=[CH:52][C:51]([O:54][C:55]([CH3:58])([CH3:57])[CH3:56])=[CH:50][CH:49]=1)[C:24]([N:26]([C@@H:38]([CH3:46])[CH:39]([O:43][CH2:44][CH3:45])[O:40][CH2:41][CH3:42])[CH2:27][C:28]1[CH:29]=[CH:30][CH:31]=[C:32]2[C:37]=1[N:36]=[CH:35][CH:34]=[CH:33]2)=[O:25], predict the reaction product. The product is: [C:55]([O:54][C:51]1[CH:52]=[CH:53][C:48]([CH2:47][C@H:23]([NH:22][C:19](=[O:21])[CH2:18][N:2]([CH3:1])[NH:3][C:4]([NH:5][CH2:6][C:7]2[C:16]3[C:11](=[CH:12][CH:13]=[CH:14][CH:15]=3)[CH:10]=[CH:9][CH:8]=2)=[O:17])[C:24]([N:26]([C@@H:38]([CH3:46])[CH:39]([O:43][CH2:44][CH3:45])[O:40][CH2:41][CH3:42])[CH2:27][C:28]2[CH:29]=[CH:30][CH:31]=[C:32]3[C:37]=2[N:36]=[CH:35][CH:34]=[CH:33]3)=[O:25])=[CH:49][CH:50]=1)([CH3:58])([CH3:56])[CH3:57]. (6) Given the reactants [Cl:1][C:2]1[C:3]([CH3:18])=[C:4]([NH:10][C@H:11]([C@H:15]([OH:17])[CH3:16])[C:12]([OH:14])=O)[CH:5]=[CH:6][C:7]=1[C:8]#[N:9].[Cl:19][C:20]1[CH:21]=[C:22]([CH:27]=[CH:28][C:29]=1[OH:30])[C:23]([NH:25][NH2:26])=[O:24].ON1C2C=CC=CC=2N=N1.C(N=C=NCCCN(C)C)C.C(N(CC)CC)C, predict the reaction product. The product is: [Cl:19][C:20]1[CH:21]=[C:22]([CH:27]=[CH:28][C:29]=1[OH:30])[C:23]([NH:25][NH:26][C:12](=[O:14])[C@H:11]([NH:10][C:4]1[CH:5]=[CH:6][C:7]([C:8]#[N:9])=[C:2]([Cl:1])[C:3]=1[CH3:18])[C@H:15]([OH:17])[CH3:16])=[O:24].